Predict the reactants needed to synthesize the given product. From a dataset of Full USPTO retrosynthesis dataset with 1.9M reactions from patents (1976-2016). (1) Given the product [CH2:11]([O:10][C:5]1[CH:6]=[CH:7][CH:8]=[CH:9][C:4]=1[NH2:1])[CH2:12][CH2:13][CH2:14][CH:15]=[CH2:16], predict the reactants needed to synthesize it. The reactants are: [N+:1]([C:4]1[CH:9]=[CH:8][CH:7]=[CH:6][C:5]=1[O:10][CH2:11][CH2:12][CH2:13][CH2:14][CH:15]=[CH2:16])([O-])=O.[N+](C1C=CC=CC=1O)([O-])=O.BrCCCCC=C.C([O-])([O-])=O.[Na+].[Na+]. (2) Given the product [C:4]([O:6][CH2:7][CH2:43][CH2:44][CH3:45])(=[O:5])[C:3]1[C:2](=[CH:11][CH:10]=[CH:9][CH:8]=1)[C:1]([O:13][CH2:14][CH2:15][CH2:16][CH3:32])=[O:12], predict the reactants needed to synthesize it. The reactants are: [C:1]([O:13][CH3:14])(=[O:12])[C:2]1[C:3](=[CH:8][CH:9]=[CH:10][CH:11]=1)[C:4]([O:6][CH3:7])=[O:5].[C:15](OCCCCCCCC)(=O)[C:16]1C(=CC=C[CH:32]=1)C(OCCCCCCCC)=O.[C:43](OCCCC)(=O)[C:44]1C=CC=C[CH:45]=1.C(OCC)(=O)C1C=CC=CC=1.C(OCCCC)(=O)CC(CC(OCCCC)=O)(C(OCCCC)=O)O.C(OCC)(=O)CC(CC(OCC)=O)(C(OCC)=O)O.C(OCCCCCCCC)(=O)CCCCC(OCCCCCCCC)=O.C(OCCCCCCCCCC)(=O)CCCCC(OCCCCCCCCCC)=O.C(OCCCCCCCCCCCCC)(=O)CCCCC(OCCCCCCCCCCCCC)=O.